Dataset: Retrosynthesis with 50K atom-mapped reactions and 10 reaction types from USPTO. Task: Predict the reactants needed to synthesize the given product. (1) The reactants are: N[C@@H]1CCCC[C@@H]1N1CCCC1.O=C(O)c1ccc(C(F)(F)F)cc1C1CC1. Given the product O=C(N[C@@H]1CCCC[C@@H]1N1CCCC1)c1ccc(C(F)(F)F)cc1C1CC1, predict the reactants needed to synthesize it. (2) Given the product COc1ccc(S(=O)(=O)N2CCN(c3ncc(C(=O)NO)s3)CC2)cc1OC, predict the reactants needed to synthesize it. The reactants are: COC(=O)c1cnc(N2CCN(S(=O)(=O)c3ccc(OC)c(OC)c3)CC2)s1.NO. (3) The reactants are: COc1cc([N+](=O)[O-])ccc1F.Oc1ccc(Cl)c(Cl)c1. Given the product COc1cc([N+](=O)[O-])ccc1Oc1ccc(Cl)c(Cl)c1, predict the reactants needed to synthesize it. (4) Given the product Nc1ccccc1NC(=O)c1ccc(CN2Cc3c(cccc3-c3cc(F)cc(F)c3)C2=O)cc1, predict the reactants needed to synthesize it. The reactants are: Nc1ccccc1NC(=O)c1ccc(CN2Cc3c(Br)cccc3C2=O)cc1.OB(O)c1cc(F)cc(F)c1. (5) Given the product CC1(CO[Si](C)(C)C(C)(C)C)Cc2nnc(C3(c4ccc(-c5cccnn5)cc4)CC3)n2CCS1, predict the reactants needed to synthesize it. The reactants are: CC1(CO[Si](C)(C)C(C)(C)C)Cc2nnc(C3(c4ccc(B5OC(C)(C)C(C)(C)O5)cc4)CC3)n2CCS1.Clc1cccnn1. (6) Given the product Fc1cnc(Sc2ccccc2)nc1, predict the reactants needed to synthesize it. The reactants are: Fc1cnc(Cl)nc1.Sc1ccccc1. (7) Given the product COCc1nc(Cl)c(-c2cc(C(=O)O)ccc2C)[nH]1, predict the reactants needed to synthesize it. The reactants are: COCc1nc(Cl)c(-c2cc(C(=O)OC)ccc2C)[nH]1. (8) Given the product COC(=O)C(=O)C1CCCCC1, predict the reactants needed to synthesize it. The reactants are: COC(=O)C(=O)Cl.[Mg+]C1CCCCC1. (9) Given the product COC(=O)c1ccc(NC(=O)[C@@H]2C[C@H](N3CCNCC3)CN2C(=O)[C@H]2CC[C@@H](CNC(=O)OC(C)(C)C)CC2)cc1, predict the reactants needed to synthesize it. The reactants are: COC(=O)c1ccc(NC(=O)[C@@H]2C[C@H](N3CCN(Cc4ccccc4)CC3)CN2C(=O)[C@H]2CC[C@@H](CNC(=O)OC(C)(C)C)CC2)cc1. (10) The reactants are: COc1ccc(C2=NN(C3CCNCC3)C(=O)C2(C)C)cc1OCc1ccccc1.O=C(CCl)OC(=O)CCl. Given the product COc1ccc(C2=NN(C3CCN(C(=O)CCl)CC3)C(=O)C2(C)C)cc1OCc1ccccc1, predict the reactants needed to synthesize it.